Dataset: Forward reaction prediction with 1.9M reactions from USPTO patents (1976-2016). Task: Predict the product of the given reaction. (1) The product is: [C:17]([O:7][C:6](=[O:8])[C:5]1[CH:9]=[CH:10][C:2]([I:1])=[CH:3][CH:4]=1)([CH3:19])([CH3:18])[CH3:16]. Given the reactants [I:1][C:2]1[CH:10]=[CH:9][C:5]([C:6]([OH:8])=[O:7])=[CH:4][CH:3]=1.S(=O)(=O)(O)O.[CH3:16][C:17](=[CH2:19])[CH3:18].C(=O)(O)[O-].[Na+], predict the reaction product. (2) Given the reactants [Cl:1][C:2]1[N:7]=[C:6]([CH:8]=[O:9])[C:5]2[C:10]([O:32][CH3:33])=[N:11][N:12]([C:13]([C:26]3[CH:31]=[CH:30][CH:29]=[CH:28][CH:27]=3)([C:20]3[CH:25]=[CH:24][CH:23]=[CH:22][CH:21]=3)[C:14]3[CH:19]=[CH:18][CH:17]=[CH:16][CH:15]=3)[C:4]=2[CH:3]=1.CO.[BH4-].[Na+], predict the reaction product. The product is: [Cl:1][C:2]1[N:7]=[C:6]([CH2:8][OH:9])[C:5]2[C:10]([O:32][CH3:33])=[N:11][N:12]([C:13]([C:14]3[CH:15]=[CH:16][CH:17]=[CH:18][CH:19]=3)([C:20]3[CH:21]=[CH:22][CH:23]=[CH:24][CH:25]=3)[C:26]3[CH:31]=[CH:30][CH:29]=[CH:28][CH:27]=3)[C:4]=2[CH:3]=1. (3) Given the reactants [N+:1]([C:4]1[CH:9]=[CH:8][CH:7]=[CH:6][C:5]=1[NH:10][CH2:11][CH:12]1[CH2:16][CH2:15][CH2:14][N:13]1[C:17]([O:19][C:20]([CH3:23])([CH3:22])[CH3:21])=[O:18])([O-])=O, predict the reaction product. The product is: [NH2:1][C:4]1[CH:9]=[CH:8][CH:7]=[CH:6][C:5]=1[NH:10][CH2:11][CH:12]1[CH2:16][CH2:15][CH2:14][N:13]1[C:17]([O:19][C:20]([CH3:23])([CH3:22])[CH3:21])=[O:18]. (4) Given the reactants [N:1]([C@@:4]1(/[CH:29]=[CH:30]/[P:31](=[O:38])([O:35]CC)[O:32]CC)[C@@H:8]([OH:9])[C@@H:7]([OH:10])[C@H:6]([N:11]2[CH:19]=[N:18][C:17]3[C:12]2=[N:13][CH:14]=[N:15][C:16]=3[NH:20][C:21](=[O:28])[C:22]2[CH:27]=[CH:26][CH:25]=[CH:24][CH:23]=2)[O:5]1)=[N+:2]=[N-:3].N1C(C)=CC=CC=1C.[Si](I)(C)(C)C, predict the reaction product. The product is: [N:1]([C@@:4]1(/[CH:29]=[CH:30]/[P:31](=[O:32])([OH:35])[OH:38])[C@@H:8]([OH:9])[C@@H:7]([OH:10])[C@H:6]([N:11]2[CH:19]=[N:18][C:17]3[C:12]2=[N:13][CH:14]=[N:15][C:16]=3[NH:20][C:21](=[O:28])[C:22]2[CH:23]=[CH:24][CH:25]=[CH:26][CH:27]=2)[O:5]1)=[N+:2]=[N-:3]. (5) Given the reactants [C:1]([CH2:3][N:4]1[CH2:8][CH2:7][N:6]([CH2:9][C:10]#[N:11])[CH:5]1[C:12]1[CH:17]=[CH:16][CH:15]=[CH:14][CH:13]=1)#[N:2].[H-].[H-].[H-].[H-].[Li+].[Al+3].[CH:24](=O)[C:25]1[CH:30]=[CH:29][CH:28]=[CH:27][CH:26]=1.[Al], predict the reaction product. The product is: [CH:24](=[N:11][CH2:10][CH2:9][N:6]1[CH2:7][CH2:8][N:4]([CH2:3][CH2:1][N:2]=[CH:5][C:12]2[CH:17]=[CH:16][CH:15]=[CH:14][CH:13]=2)[CH:5]1[C:12]1[CH:17]=[CH:16][CH:15]=[CH:14][CH:13]=1)[C:25]1[CH:30]=[CH:29][CH:28]=[CH:27][CH:26]=1. (6) Given the reactants Cl[CH2:2][C:3]1[O:4][C:5]([C:8]2[CH:13]=[CH:12][C:11]([CH3:14])=[CH:10][CH:9]=2)=[N:6][N:7]=1.[Cl:15][C:16]1[CH:21]=[CH:20][CH:19]=[CH:18][C:17]=1[N:22]1[C:26]([C:27]2[CH:32]=[CH:31][N:30]=[CH:29][N:28]=2)=[N:25][N:24]=[C:23]1[SH:33].C([O-])([O-])=O.[K+].[K+], predict the reaction product. The product is: [C:11]1([CH3:14])[CH:12]=[CH:13][C:8]([C:5]2[O:4][C:3]([CH2:2][S:33][C:23]3[N:22]([C:17]4[CH:18]=[CH:19][CH:20]=[CH:21][C:16]=4[Cl:15])[C:26]([C:27]4[CH:32]=[CH:31][N:30]=[CH:29][N:28]=4)=[N:25][N:24]=3)=[N:7][N:6]=2)=[CH:9][CH:10]=1. (7) Given the reactants [CH3:1][C:2]([CH3:13])([CH3:12])[C:3]([NH:5][C:6]1[CH:11]=[CH:10][N:9]=[CH:8][CH:7]=1)=[O:4].C([Li])CCC.CCCCCC.CB(C)C.[OH:29]O, predict the reaction product. The product is: [OH:29][C:7]1[CH:8]=[N:9][CH:10]=[CH:11][C:6]=1[NH:5][C:3](=[O:4])[C:2]([CH3:13])([CH3:12])[CH3:1]. (8) Given the reactants [OH:1][NH:2][C:3]([C:5]1[C:6]2[CH:7]=[CH:8][CH:9]=[N:10][C:11]=2[CH:12]=[CH:13][CH:14]=1)=[NH:4].ONC(C1C2C=CNC=2C=CC=1)=N.[CH2:28]([C:31]1[CH:39]=[CH:38][C:34]([C:35](O)=O)=[CH:33][CH:32]=1)[CH2:29][CH3:30].C(C1C=CC(C(O)=O)=CN=1)CC, predict the reaction product. The product is: [CH2:28]([C:31]1[CH:39]=[CH:38][C:34]([C:35]2[O:1][N:2]=[C:3]([C:5]3[CH:14]=[CH:13][CH:12]=[C:11]4[C:6]=3[CH:7]=[CH:8][CH:9]=[N:10]4)[N:4]=2)=[CH:33][CH:32]=1)[CH2:29][CH3:30].